Dataset: Forward reaction prediction with 1.9M reactions from USPTO patents (1976-2016). Task: Predict the product of the given reaction. (1) The product is: [BrH:34].[C:1]([C:4]1[C:9]2[S:10][C:11]([C:14]([NH:16][C:17]3[CH:26]=[C:25]([C:27]([OH:30])([CH3:28])[CH3:29])[C:24]4[C:19](=[CH:20][CH:21]=[CH:22][CH:23]=4)[N:18]=3)=[O:15])=[C:12]([CH3:13])[C:8]=2[C:7]([CH2:31][O:32][CH3:33])=[CH:6][CH:5]=1)(=[O:3])[CH3:2]. Given the reactants [C:1]([C:4]1[C:9]2[S:10][C:11]([C:14]([NH:16][C:17]3[CH:26]=[C:25]([C:27]([OH:30])([CH3:29])[CH3:28])[C:24]4[C:19](=[CH:20][CH:21]=[CH:22][CH:23]=4)[N:18]=3)=[O:15])=[C:12]([CH3:13])[C:8]=2[C:7]([CH2:31][O:32][CH3:33])=[CH:6][CH:5]=1)(=[O:3])[CH3:2].[BrH:34], predict the reaction product. (2) The product is: [C:1]([N:3]=[C:4]([N:12]1[CH2:13][CH2:14][C:15]([CH2:24][CH2:25][N:26]2[CH:31]3[CH2:32][CH2:33][CH:27]2[CH2:28][CH:29]([N:34]2[C:38]4[CH:39]=[CH:40][CH:41]=[CH:42][C:37]=4[N:36]=[C:35]2[CH3:43])[CH2:30]3)([C:18]2[CH:23]=[CH:22][CH:21]=[CH:20][CH:19]=2)[CH2:16][CH2:17]1)[O:5][CH3:6])#[N:2]. Given the reactants [C:1]([N:3]=[C:4]([N:12]1[CH2:17][CH2:16][C:15]([CH2:24][CH2:25][N:26]2[CH:31]3[CH2:32][CH2:33][CH:27]2[CH2:28][CH:29]([N:34]2[C:38]4[CH:39]=[CH:40][CH:41]=[CH:42][C:37]=4[N:36]=[C:35]2[CH3:43])[CH2:30]3)([C:18]2[CH:23]=[CH:22][CH:21]=[CH:20][CH:19]=2)[CH2:14][CH2:13]1)[O:5][C:6]1C=CC=CC=1)#[N:2].C[O-].[Na+].[Na], predict the reaction product. (3) Given the reactants [Cl:1][C:2]1[CH:3]=[C:4]2[C:14](=[CH:15][CH:16]=1)[C:8]1([CH2:13][CH2:12][O:11][CH2:10][CH2:9]1)[C:7]([OH:17])=[C:6]([C:18](=[O:24])[CH:19]([CH3:23])[CH2:20][CH:21]=[O:22])[C:5]2=[O:25].[OH:26]OS([O-])=O.[K+], predict the reaction product. The product is: [Cl:1][C:2]1[CH:3]=[C:4]2[C:14](=[CH:15][CH:16]=1)[C:8]1([CH2:13][CH2:12][O:11][CH2:10][CH2:9]1)[C:7]([OH:17])=[C:6]([C:18](=[O:24])[CH:19]([CH3:23])[CH2:20][C:21]([OH:26])=[O:22])[C:5]2=[O:25]. (4) The product is: [Cl:1][C:2]1[CH:3]=[CH:4][C:5]([C:8]2[CH2:13][CH2:12][C:11]([CH3:14])([CH3:15])[CH2:10][C:9]=2[CH:16]=[O:17])=[CH:6][CH:7]=1. Given the reactants [Cl:1][C:2]1[CH:7]=[CH:6][C:5]([C:8]2(O)[CH2:13][CH2:12][C:11]([CH3:15])([CH3:14])[CH2:10]/[C:9]/2=[CH:16]\[O:17][Si](C(C)C)(C(C)C)C(C)C)=[CH:4][CH:3]=1.Cl, predict the reaction product. (5) Given the reactants [H-].[Na+].[CH2:3]([O:10][C:11](=[O:20])[NH:12][C:13]1[CH:18]=[CH:17][C:16]([OH:19])=[CH:15][N:14]=1)[C:4]1[CH:9]=[CH:8][CH:7]=[CH:6][CH:5]=1.CC1C=CC(S(O[CH2:32][C@H:33]2[O:35][CH2:34]2)(=O)=O)=CC=1.C(=O)(O)[O-].[Na+], predict the reaction product. The product is: [CH2:3]([O:10][C:11]([NH:12][C:13]1[CH:18]=[CH:17][C:16]([O:19][CH2:32][C@H:33]2[O:35][CH2:34]2)=[CH:15][N:14]=1)=[O:20])[C:4]1[CH:9]=[CH:8][CH:7]=[CH:6][CH:5]=1. (6) Given the reactants Cl.[CH3:2][O:3][C:4]1[CH:24]=[CH:23][CH:22]=[C:21]([O:25][CH3:26])[C:5]=1[CH2:6][NH:7][C:8]([NH:10][C:11]1[S:12][CH:13]=[C:14]([CH:16]2[CH2:20][CH2:19][CH2:18][NH:17]2)[N:15]=1)=[NH:9].[C:27](Cl)(=[O:29])[CH3:28].N1C=CC=CC=1, predict the reaction product. The product is: [C:27]([N:17]1[CH2:18][CH2:19][CH2:20][CH:16]1[C:14]1[N:15]=[C:11]([NH:10][C:8]([NH:7][CH2:6][C:5]2[C:4]([O:3][CH3:2])=[CH:24][CH:23]=[CH:22][C:21]=2[O:25][CH3:26])=[NH:9])[S:12][CH:13]=1)(=[O:29])[CH3:28]. (7) Given the reactants [C:1](Cl)(=[O:5])[C:2](Cl)=[O:3].ClCCl.[F:10][C:11]1[CH:16]=[CH:15][C:14]([C@H:17]2[NH:21][C@@H:20]([C@@H:22]([OH:24])[CH3:23])[CH2:19][CH2:18]2)=[CH:13][CH:12]=1.N1C=CC=CC=1, predict the reaction product. The product is: [F:10][C:11]1[CH:16]=[CH:15][C:14]([C@H:17]2[N:21]3[C@@H:20]([C@H:22]([CH3:23])[O:24][C:1](=[O:5])[C:2]3=[O:3])[CH2:19][CH2:18]2)=[CH:13][CH:12]=1. (8) The product is: [NH2:22][C:8]1[N:7]=[C:6]([NH:5][CH2:1][CH2:2][CH2:3][CH3:4])[N:14]=[C:13]2[C:9]=1[NH:10][C:11](=[O:20])[N:12]2[CH2:15][CH2:16][CH2:17][CH2:18][N:29]1[CH2:30][CH2:31][N:26]([CH2:23][CH2:24][CH3:25])[CH2:27][CH2:28]1. Given the reactants [CH2:1]([NH:5][C:6]1[N:14]=[C:13]2[C:9]([N:10]=[C:11]([O:20]C)[N:12]2[CH2:15][CH2:16][CH2:17][CH2:18]Cl)=[C:8]([NH2:22])[N:7]=1)[CH2:2][CH2:3][CH3:4].[CH2:23]([N:26]1[CH2:31][CH2:30][NH:29][CH2:28][CH2:27]1)[CH2:24][CH3:25], predict the reaction product.